This data is from Catalyst prediction with 721,799 reactions and 888 catalyst types from USPTO. The task is: Predict which catalyst facilitates the given reaction. (1) Reactant: C1(P(C2C=CC=CC=2)C2C=CC=CC=2)C=CC=CC=1.[C:20]([Br:24])(Br)(Br)Br.OC[CH2:27][C@@H:28]1[CH2:33][N:32]([C:34]([O:36][CH2:37][C:38]2[CH:43]=[CH:42][CH:41]=[CH:40][CH:39]=2)=[O:35])[CH2:31][CH2:30][N:29]1[C:44]([O:46][C:47]([CH3:50])([CH3:49])[CH3:48])=[O:45].C1COCC1. Product: [Br:24][CH2:20][CH2:27][C@@H:28]1[CH2:33][N:32]([C:34]([O:36][CH2:37][C:38]2[CH:39]=[CH:40][CH:41]=[CH:42][CH:43]=2)=[O:35])[CH2:31][CH2:30][N:29]1[C:44]([O:46][C:47]([CH3:48])([CH3:50])[CH3:49])=[O:45]. The catalyst class is: 27. (2) Reactant: [Cl:1][C:2]1[CH:3]=[CH:4][C:5](=[O:9])[N:6]([CH3:8])[N:7]=1.[NH:10]1[CH2:15][CH2:14][NH:13][CH2:12][CH2:11]1.N1C=CC=CC=1.Cl. Product: [ClH:1].[NH:10]1[CH2:15][CH2:14][N:13]([C:4]2[C:5](=[O:9])[N:6]([CH3:8])[N:7]=[CH:2][CH:3]=2)[CH2:12][CH2:11]1. The catalyst class is: 40. (3) Reactant: [Br:1][C:2]1[CH:7]=[CH:6][CH:5]=[CH:4][C:3]=1[O:8][CH3:9].[Cl:10][S:11](O)(=[O:13])=[O:12]. Product: [Br:1][C:2]1[CH:7]=[C:6]([S:11]([Cl:10])(=[O:13])=[O:12])[CH:5]=[CH:4][C:3]=1[O:8][CH3:9]. The catalyst class is: 448. (4) Reactant: I[CH2:2][C:3]1[S:7][C:6]([C:8]2[CH:13]=[CH:12][C:11]([C:14]([F:17])([F:16])[F:15])=[CH:10][CH:9]=2)=[N:5][C:4]=1[CH3:18].[CH3:19][O:20][C:21](=[O:33])[CH2:22][CH2:23][C:24]1[CH:29]=[CH:28][C:27]([CH2:30][OH:31])=[CH:26][C:25]=1[CH3:32].[H-].[Na+]. Product: [CH3:19][O:20][C:21](=[O:33])[CH2:22][CH2:23][C:24]1[CH:29]=[CH:28][C:27]([CH2:30][O:31][CH2:2][C:3]2[S:7][C:6]([C:8]3[CH:13]=[CH:12][C:11]([C:14]([F:17])([F:16])[F:15])=[CH:10][CH:9]=3)=[N:5][C:4]=2[CH3:18])=[CH:26][C:25]=1[CH3:32]. The catalyst class is: 3. (5) Reactant: [CH:1]1([CH2:4][CH2:5][N:6]2[C:10](=[O:11])[N:9]([C:12]3[S:13][C:14]([C:18]([O:20]CC)=[O:19])=[C:15]([CH3:17])[N:16]=3)[CH:8]=[N:7]2)[CH2:3][CH2:2]1.O.[OH-].[Li+]. Product: [CH:1]1([CH2:4][CH2:5][N:6]2[C:10](=[O:11])[N:9]([C:12]3[S:13][C:14]([C:18]([OH:20])=[O:19])=[C:15]([CH3:17])[N:16]=3)[CH:8]=[N:7]2)[CH2:3][CH2:2]1. The catalyst class is: 30.